Dataset: Full USPTO retrosynthesis dataset with 1.9M reactions from patents (1976-2016). Task: Predict the reactants needed to synthesize the given product. (1) Given the product [Br:1][C:2]1[CH:7]=[C:6]([N:8]2[CH2:12][CH2:11][CH2:10][C@H:9]2[CH2:13][OH:14])[CH:5]=[N:4][CH:3]=1, predict the reactants needed to synthesize it. The reactants are: [Br:1][C:2]1[CH:3]=[N:4][CH:5]=[C:6]([N:8]2[CH2:12][CH2:11][CH2:10][C@H:9]2[C:13](C)(C)[O:14][SiH2]C(C)(C)C)[CH:7]=1.Cl.O1CCOCC1. (2) Given the product [Si:1]([O:8][CH2:9][C:10]1[CH:15]=[CH:14][C:13]([C:16](=[O:21])[CH2:17][CH:18]([CH3:19])[CH3:20])=[CH:12][N:11]=1)([C:4]([CH3:7])([CH3:6])[CH3:5])([CH3:3])[CH3:2], predict the reactants needed to synthesize it. The reactants are: [Si:1]([O:8][CH2:9][C:10]1[CH:15]=[CH:14][C:13]([CH:16]([OH:21])[CH2:17][CH:18]([CH3:20])[CH3:19])=[CH:12][N:11]=1)([C:4]([CH3:7])([CH3:6])[CH3:5])([CH3:3])[CH3:2].